From a dataset of Catalyst prediction with 721,799 reactions and 888 catalyst types from USPTO. Predict which catalyst facilitates the given reaction. (1) Reactant: [NH:1]1[CH:5]=[CH:4][CH:3]=[N:2]1.[H-].[Na+].C(OC(=O)[NH:14][C@@H:15]([C:18]1[CH:23]=[CH:22][C:21]([Cl:24])=[C:20]([C:25]([C:27]2[CH:28]=[N:29][C:30](Cl)=[CH:31][CH:32]=2)=[O:26])[C:19]=1[F:34])[CH2:16][CH3:17])(C)(C)C. Product: [Cl:24][C:21]1[CH:22]=[CH:23][C:18]([C@H:15]([NH2:14])[CH2:16][CH3:17])=[C:19]([F:34])[C:20]=1[C:25]([C:27]1[CH:28]=[N:29][C:30]([N:1]2[CH:5]=[CH:4][CH:3]=[N:2]2)=[CH:31][CH:32]=1)=[O:26]. The catalyst class is: 3. (2) The catalyst class is: 8. Product: [CH3:9][O:8][C:5]1[CH:6]=[CH:7][C:2]([CH2:1][NH:18][CH2:17][C:16]2[CH:19]=[CH:20][C:13]([O:12][CH3:11])=[CH:14][CH:15]=2)=[CH:3][CH:4]=1. Reactant: [CH:1](=O)[C:2]1[CH:7]=[CH:6][C:5]([O:8][CH3:9])=[CH:4][CH:3]=1.[CH3:11][O:12][C:13]1[CH:20]=[CH:19][C:16]([CH2:17][NH2:18])=[CH:15][CH:14]=1.[BH4-].[Na+]. (3) Reactant: [CH3:1][O:2][C:3]1[N:8]=[C:7]([C:9]2[CH:14]=[CH:13][CH:12]=[CH:11][CH:10]=2)[N:6]=[C:5]([O:15][CH:16]2[CH2:33][CH:32]3[CH:18]([C:19](=[O:39])[N:20]([CH3:38])[CH2:21][CH2:22][CH2:23][CH2:24][CH:25]=[CH:26][CH:27]4[C:29]([C:35](O)=[O:36])([NH:30][C:31]3=[O:34])[CH2:28]4)[CH2:17]2)[CH:4]=1.CCN=C=NCCCN(C)C.[CH3:51][C:52]1([S:55]([NH2:58])(=[O:57])=[O:56])[CH2:54][CH2:53]1.C1CCN2C(=NCCC2)CC1.C(O)(=O)CC(CC(O)=O)(C(O)=O)O. Product: [CH3:1][O:2][C:3]1[N:8]=[C:7]([C:9]2[CH:10]=[CH:11][CH:12]=[CH:13][CH:14]=2)[N:6]=[C:5]([O:15][CH:16]2[CH2:33][CH:32]3[CH:18]([C:19](=[O:39])[N:20]([CH3:38])[CH2:21][CH2:22][CH2:23][CH2:24][CH:25]=[CH:26][CH:27]4[C:29]([C:35]([NH:58][S:55]([C:52]5([CH3:51])[CH2:54][CH2:53]5)(=[O:57])=[O:56])=[O:36])([NH:30][C:31]3=[O:34])[CH2:28]4)[CH2:17]2)[CH:4]=1. The catalyst class is: 2. (4) Reactant: [CH3:1][O:2][C:3]([CH:5]1[CH2:9][CH2:8][CH2:7][C:6]1=[O:10])=[O:4].[H-].[Na+].[Br:13][CH2:14]Br. Product: [Br:13][CH2:14][C:5]1([C:3]([O:2][CH3:1])=[O:4])[CH2:9][CH2:8][CH2:7][C:6]1=[O:10]. The catalyst class is: 305. (5) Reactant: [C:1]([O:5][C:6]([N:8]1[CH2:12][CH:11]2[CH:13]([CH2:33]SC(C)C)[CH:14]([N:16]3[CH2:20][CH2:19][CH:18]([NH:21][C:22]([O:24][CH2:25][C:26]4[CH:31]=[CH:30][CH:29]=[CH:28][CH:27]=4)=[O:23])[C:17]3=[O:32])[CH2:15][CH:10]2[CH2:9]1)=[O:7])([CH3:4])([CH3:3])[CH3:2].O[O:39][S:40]([O-:42])=O.[K+].C(OCC)(=O)C.[CH:50](O)([CH3:52])[CH3:51]. Product: [C:1]([O:5][C:6]([N:8]1[CH2:12][CH:11]2[CH:13]([CH2:33][S:40]([CH:50]([CH3:52])[CH3:51])(=[O:42])=[O:39])[CH:14]([N:16]3[CH2:20][CH2:19][CH:18]([NH:21][C:22]([O:24][CH2:25][C:26]4[CH:31]=[CH:30][CH:29]=[CH:28][CH:27]=4)=[O:23])[C:17]3=[O:32])[CH2:15][CH:10]2[CH2:9]1)=[O:7])([CH3:4])([CH3:2])[CH3:3]. The catalyst class is: 6. (6) Product: [CH2:1]([O:8][C:9]1[CH:10]=[CH:11][C:12]([O:17][CH3:18])=[C:13]([CH:16]=1)[C:14]([OH:23])=[O:15])[C:2]1[CH:3]=[CH:4][CH:5]=[CH:6][CH:7]=1. The catalyst class is: 24. Reactant: [CH2:1]([O:8][C:9]1[CH:10]=[CH:11][C:12]([O:17][CH3:18])=[C:13]([CH:16]=1)[CH:14]=[O:15])[C:2]1[CH:7]=[CH:6][CH:5]=[CH:4][CH:3]=1.[OH-].[K+].OO.[OH:23]S(O)(=O)=O.